This data is from Reaction yield outcomes from USPTO patents with 853,638 reactions. The task is: Predict the reaction yield, written as a fraction of the theoretical maximum amount of product (1.0 means a 100% yield; for example, 0.34 means a 34% yield). The reactants are C(=O)(O)[O-].[Na+].[NH2:6][CH:7]([C:12]1[CH:13]=[N:14][CH:15]=[CH:16][CH:17]=1)[CH2:8][C:9](O)=[O:10].FC(F)(F)S(Cl)(=O)=O. The product is [N:14]1[CH:15]=[CH:16][CH:17]=[C:12]([CH:7]2[NH:6][C:9](=[O:10])[CH2:8]2)[CH:13]=1. The yield is 0.420. The catalyst is C(#N)C.